This data is from Full USPTO retrosynthesis dataset with 1.9M reactions from patents (1976-2016). The task is: Predict the reactants needed to synthesize the given product. (1) Given the product [CH:27]1([CH2:26][NH:25][N:16]2[C:17]3[C:22](=[CH:21][CH:20]=[CH:19][CH:18]=3)[C:23]([OH:24])=[C:14]([C:8]3[NH:7][C:6]4[S:5][CH:4]=[C:3]([CH2:2][NH:1][S:40]([CH2:38][CH3:39])(=[O:42])=[O:41])[C:11]=4[S:10](=[O:12])(=[O:13])[N:9]=3)[C:15]2=[O:30])[CH2:28][CH2:29]1, predict the reactants needed to synthesize it. The reactants are: [NH2:1][CH2:2][C:3]1[C:11]2[S:10](=[O:13])(=[O:12])[N:9]=[C:8]([C:14]3[C:15](=[O:30])[N:16]([NH:25][CH2:26][CH:27]4[CH2:29][CH2:28]4)[C:17]4[C:22]([C:23]=3[OH:24])=[CH:21][CH:20]=[CH:19][CH:18]=4)[NH:7][C:6]=2[S:5][CH:4]=1.C(N(CC)CC)C.[CH2:38]([S:40](Cl)(=[O:42])=[O:41])[CH3:39]. (2) Given the product [BrH:1].[F:15][C:10]1[CH:9]=[C:8]2[C:13]([CH:14]=[C:5]([C:3]3[N:24]=[C:21]4[C:20]([C:25]([F:28])([F:26])[F:27])=[N:19][C:18]([CH3:17])=[CH:23][N:22]4[CH:2]=3)[C:6](=[O:16])[O:7]2)=[CH:12][CH:11]=1, predict the reactants needed to synthesize it. The reactants are: [Br:1][CH2:2][C:3]([C:5]1[C:6](=[O:16])[O:7][C:8]2[C:13]([CH:14]=1)=[CH:12][CH:11]=[C:10]([F:15])[CH:9]=2)=O.[CH3:17][C:18]1[N:19]=[C:20]([C:25]([F:28])([F:27])[F:26])[C:21]([NH2:24])=[N:22][CH:23]=1. (3) Given the product [NH:1]1[C:5]2[CH:6]=[CH:7][CH:8]=[CH:9][C:4]=2[N:3]=[C:2]1[CH:10]([NH:20][C:29]([NH:28][CH2:27][CH2:26][N:21]1[CH2:25][CH2:24][CH2:23][CH2:22]1)=[O:30])[CH2:11][C:12]1[CH:17]=[CH:16][C:15]([O:18][CH3:19])=[CH:14][CH:13]=1, predict the reactants needed to synthesize it. The reactants are: [NH:1]1[C:5]2[CH:6]=[CH:7][CH:8]=[CH:9][C:4]=2[N:3]=[C:2]1[CH:10]([NH2:20])[CH2:11][C:12]1[CH:17]=[CH:16][C:15]([O:18][CH3:19])=[CH:14][CH:13]=1.[N:21]1([CH2:26][CH2:27][NH2:28])[CH2:25][CH2:24][CH2:23][CH2:22]1.[C:29](O)(C(F)(F)F)=[O:30].